From a dataset of Reaction yield outcomes from USPTO patents with 853,638 reactions. Predict the reaction yield, written as a fraction of the theoretical maximum amount of product (1.0 means a 100% yield; for example, 0.34 means a 34% yield). (1) The reactants are [Cl:1][C:2]1[CH:7]=[CH:6][N:5]=[C:4]([C:8](O)=[O:9])[CH:3]=1.[NH2:11][C:12]1[N:17]=[C:16]([C:18]([O:20][CH3:21])=[O:19])[CH:15]=[CH:14][CH:13]=1.CN1CCOCC1. The catalyst is CN(C)C=O. The product is [CH3:21][O:20][C:18]([C:16]1[CH:15]=[CH:14][CH:13]=[C:12]([NH:11][C:8]([C:4]2[CH:3]=[C:2]([Cl:1])[CH:7]=[CH:6][N:5]=2)=[O:9])[N:17]=1)=[O:19]. The yield is 0.930. (2) The reactants are [Mg].Br[CH2:3][CH2:4][CH:5]([CH3:8])[CH:6]=[CH2:7].[CH2:9]1[O:12][C@H:10]1[CH3:11]. The catalyst is C1COCC1.[Cu](Br)Br.II. The product is [CH3:8][CH:5]([CH:6]=[CH2:7])[CH2:4][CH2:3][CH2:9][C@H:10]([OH:12])[CH3:11]. The yield is 0.920. (3) The reactants are CS(C)=O.[CH3:5][C:6]1[CH:7]=[C:8]([OH:20])[C:9]([C:13]2[CH:18]=[CH:17][CH:16]=[C:15]([CH3:19])[N:14]=2)=[N:10][C:11]=1[CH3:12].Cl[C:22]1[C:31]2[C:26](=[CH:27][C:28]([O:34][CH3:35])=[C:29]([O:32][CH3:33])[CH:30]=2)[N:25]=[CH:24][CH:23]=1.C(=O)([O-])[O-].[Cs+].[Cs+]. The catalyst is CN(C1C=CN=CC=1)C.O. The product is [CH3:33][O:32][C:29]1[CH:30]=[C:31]2[C:26](=[CH:27][C:28]=1[O:34][CH3:35])[N:25]=[CH:24][CH:23]=[C:22]2[O:20][C:8]1[C:9]([C:13]2[CH:18]=[CH:17][CH:16]=[C:15]([CH3:19])[N:14]=2)=[N:10][C:11]([CH3:12])=[C:6]([CH3:5])[CH:7]=1. The yield is 0.180. (4) The reactants are Cl.[NH:2]1[CH2:5][CH:4]([OH:6])[CH2:3]1.[C:7](O[C:7]([O:9][C:10]([CH3:13])([CH3:12])[CH3:11])=[O:8])([O:9][C:10]([CH3:13])([CH3:12])[CH3:11])=[O:8].C(N(CC)CC)C. The catalyst is C(O)C. The product is [OH:6][CH:4]1[CH2:5][N:2]([C:7]([O:9][C:10]([CH3:13])([CH3:12])[CH3:11])=[O:8])[CH2:3]1. The yield is 0.690. (5) The reactants are [I-].[CH2:2]([O:4][C:5]([C:7]1[CH:12]=[CH:11][C:10]([Zn+])=[CH:9][CH:8]=1)=[O:6])[CH3:3].[C:14](Cl)(=[O:18])[CH:15]([CH3:17])[CH3:16]. The catalyst is Cl[Pd](Cl)([P](C1C=CC=CC=1)(C1C=CC=CC=1)C1C=CC=CC=1)[P](C1C=CC=CC=1)(C1C=CC=CC=1)C1C=CC=CC=1.C1COCC1. The product is [C:14]([C:10]1[CH:11]=[CH:12][C:7]([C:5]([O:4][CH2:2][CH3:3])=[O:6])=[CH:8][CH:9]=1)(=[O:18])[CH:15]([CH3:17])[CH3:16]. The yield is 0.900. (6) The reactants are Cl.[Cl:2][C:3]1[CH:4]=[C:5]([NH:10][NH2:11])[CH:6]=[CH:7][C:8]=1[Cl:9].C([O-])(=O)C.[Na+].CN([CH:20]=[C:21]1[C:26](=[O:27])[CH2:25][CH2:24][CH2:23][C:22]1=O)C. The catalyst is CCCCO.C(O)(=O)C. The product is [Cl:2][C:3]1[CH:4]=[C:5]([N:10]2[C:22]3[CH2:23][CH2:24][CH2:25][C:26](=[O:27])[C:21]=3[CH:20]=[N:11]2)[CH:6]=[CH:7][C:8]=1[Cl:9]. The yield is 0.560.